The task is: Predict the reactants needed to synthesize the given product.. This data is from Full USPTO retrosynthesis dataset with 1.9M reactions from patents (1976-2016). (1) Given the product [OH:1][C:2]1[CH:3]=[C:4]([CH:8]=[CH:9][CH:10]=1)[C:5]([O:7][CH2:19][CH2:18][O:11][C:12]1[CH:17]=[CH:16][CH:15]=[CH:14][CH:13]=1)=[O:6], predict the reactants needed to synthesize it. The reactants are: [OH:1][C:2]1[CH:3]=[C:4]([CH:8]=[CH:9][CH:10]=1)[C:5]([OH:7])=[O:6].[O:11]([CH2:18][CH2:19]O)[C:12]1[CH:17]=[CH:16][CH:15]=[CH:14][CH:13]=1.S(=O)(=O)(O)O. (2) The reactants are: Br[C:2]1[CH:7]=[C:6]([CH3:8])[CH:5]=[CH:4][C:3]=1[O:9][CH3:10].[Cl:11][C:12]1[C:20]([Cl:21])=[CH:19][CH:18]=[C:17]2[C:13]=1[C:14](=[O:23])[C:15](=[O:22])[NH:16]2. Given the product [Cl:11][C:12]1[C:20]([Cl:21])=[CH:19][CH:18]=[C:17]2[C:13]=1[C:14]([OH:23])([C:2]1[CH:7]=[C:6]([CH3:8])[CH:5]=[CH:4][C:3]=1[O:9][CH3:10])[C:15](=[O:22])[NH:16]2, predict the reactants needed to synthesize it.